From a dataset of Reaction yield outcomes from USPTO patents with 853,638 reactions. Predict the reaction yield, written as a fraction of the theoretical maximum amount of product (1.0 means a 100% yield; for example, 0.34 means a 34% yield). (1) The catalyst is O1CCCC1. The yield is 0.870. The reactants are [CH3:1][S:2]([O:5][C:6]1[CH:11]=[CH:10][CH:9]=[C:8]([C:12]2[O:13][C:14]([CH3:29])=[C:15]([CH2:17][O:18][C:19]3[CH:24]=[CH:23][C:22]([CH:25]=[O:26])=[CH:21][C:20]=3[O:27][CH3:28])[N:16]=2)[CH:7]=1)(=[O:4])=[O:3].C(O)C.[BH4-].[Na+].O. The product is [CH3:1][S:2]([O:5][C:6]1[CH:11]=[CH:10][CH:9]=[C:8]([C:12]2[O:13][C:14]([CH3:29])=[C:15]([CH2:17][O:18][C:19]3[CH:24]=[CH:23][C:22]([CH2:25][OH:26])=[CH:21][C:20]=3[O:27][CH3:28])[N:16]=2)[CH:7]=1)(=[O:3])=[O:4]. (2) The reactants are [CH3:1][C:2]1[CH:7]=[CH:6][C:5]([S:8]([N:11]([C@H:16]([C:45]([OH:47])=[O:46])[CH2:17][CH2:18][CH2:19][CH2:20][NH:21][C:22]([C@@H:24]([NH:35][S:36]([C:39]2[CH:44]=[CH:43][CH:42]=[CH:41][CH:40]=2)(=[O:38])=[O:37])[CH2:25][C:26]2[C:34]3[C:29](=[CH:30][CH:31]=[CH:32][CH:33]=3)[NH:28][CH:27]=2)=[O:23])[CH2:12][CH:13]([CH3:15])[CH3:14])(=[O:10])=[O:9])=[CH:4][CH:3]=1.[OH:48][CH2:49][CH:50]([CH2:52]O)[OH:51].C(Cl)CCl. The catalyst is CN(C=O)C.C(O)(=O)CC(CC(O)=O)(C(O)=O)O. The product is [CH3:1][C:2]1[CH:3]=[CH:4][C:5]([S:8]([N:11]([C@H:16]([C:45]([O:47][CH2:52][CH:50]([OH:51])[CH2:49][OH:48])=[O:46])[CH2:17][CH2:18][CH2:19][CH2:20][NH:21][C:22]([C@@H:24]([NH:35][S:36]([C:39]2[CH:44]=[CH:43][CH:42]=[CH:41][CH:40]=2)(=[O:37])=[O:38])[CH2:25][CH:26]2[C:34]3[C:29](=[CH:30][CH:31]=[CH:32][CH:33]=3)[N:28]=[CH:27]2)=[O:23])[CH2:12][CH:13]([CH3:15])[CH3:14])(=[O:9])=[O:10])=[CH:6][CH:7]=1. The yield is 0.790. (3) The reactants are [S:1]1[CH:5]=[CH:4][C:3]2[C:6](=O)[CH2:7][CH2:8][C:2]1=2.[Cl:10][C:11]1[CH:16]=[C:15]([N:17]=[C:18]=S)[CH:14]=[C:13]([Cl:20])[CH:12]=1.C[Si](C)(C)[Si](C)(C)C.[Li].O.[NH2:31][NH2:32]. The catalyst is C1COCC1.O.C(O)(=O)C. The product is [Cl:10][C:11]1[CH:16]=[C:15]([NH:17][C:18]2[C:7]3[CH2:8][C:2]4[S:1][CH:5]=[CH:4][C:3]=4[C:6]=3[NH:32][N:31]=2)[CH:14]=[C:13]([Cl:20])[CH:12]=1. The yield is 0.300. (4) The reactants are [CH2:1]([C:3]1[CH:8]=[C:7]([O:9]COCC[Si](C)(C)C)[C:6]([F:18])=[CH:5][C:4]=1[C:19]1[N:24]=[C:23]2[N:25](C3CCCCO3)[N:26]=[CH:27][C:22]2=[C:21]([NH:34][CH2:35][C:36]2[CH:41]=[CH:40][CH:39]=[CH:38][C:37]=2[N:42]([CH3:52])[S:43]([C:46]2[CH:51]=[CH:50][CH:49]=[CH:48][CH:47]=2)(=[O:45])=[O:44])[N:20]=1)[CH3:2].C(O)(C(F)(F)F)=O.N1C(C)=CC=CC=1C.[Si:68](OS(C(F)(F)F)(=O)=O)([C:71]([CH3:74])([CH3:73])[CH3:72])([CH3:70])[CH3:69]. The catalyst is C1COCC1. The product is [Si:68]([O:9][C:7]1[C:6]([F:18])=[CH:5][C:4]([C:19]2[N:24]=[C:23]3[NH:25][N:26]=[CH:27][C:22]3=[C:21]([NH:34][CH2:35][C:36]3[CH:41]=[CH:40][CH:39]=[CH:38][C:37]=3[N:42]([CH3:52])[S:43]([C:46]3[CH:51]=[CH:50][CH:49]=[CH:48][CH:47]=3)(=[O:44])=[O:45])[N:20]=2)=[C:3]([CH2:1][CH3:2])[CH:8]=1)([C:71]([CH3:74])([CH3:73])[CH3:72])([CH3:70])[CH3:69]. The yield is 0.920. (5) The reactants are [OH:1][CH2:2][CH2:3][C:4]1([CH3:28])[S:8][C:7]([C:9]2[NH:10][C:11]3[C:16]([CH:17]=2)=[CH:15][CH:14]=[CH:13][C:12]=3[N:18]([CH3:27])[S:19]([C:22]2[S:23][CH:24]=[CH:25][CH:26]=2)(=[O:21])=[O:20])=[N:6][CH2:5]1.C(N(CC)CC)C.[CH3:36][S:37](Cl)(=[O:39])=[O:38].O. The catalyst is O1CCCC1. The product is [CH3:36][S:37]([O:1][CH2:2][CH2:3][C:4]1([CH3:28])[S:8][C:7]([C:9]2[NH:10][C:11]3[C:16]([CH:17]=2)=[CH:15][CH:14]=[CH:13][C:12]=3[N:18]([CH3:27])[S:19]([C:22]2[S:23][CH:24]=[CH:25][CH:26]=2)(=[O:21])=[O:20])=[N:6][CH2:5]1)(=[O:39])=[O:38]. The yield is 0.650. (6) The reactants are [CH:1]([C:4]1[CH:9]=[C:8]([O:10][CH3:11])[C:7]([CH3:12])=[CH:6][C:5]=1[OH:13])([CH3:3])[CH3:2].C(=O)([O-])[O-].[K+].[K+].Br[CH2:21][C:22]([O:24][CH2:25][CH3:26])=[O:23]. The catalyst is CC(C)=O. The product is [CH2:25]([O:24][C:22](=[O:23])[CH2:21][O:13][C:5]1[CH:6]=[C:7]([CH3:12])[C:8]([O:10][CH3:11])=[CH:9][C:4]=1[CH:1]([CH3:3])[CH3:2])[CH3:26]. The yield is 0.820. (7) The product is [CH3:15][O:14][C:11]1[CH:12]=[CH:13][C:8]([CH2:7][N:5]2[CH:6]=[C:2]([B:28]3[O:29][C:30]([CH3:32])([CH3:31])[C:26]([CH3:33])([CH3:25])[O:27]3)[C:3]([C:16]3[CH:21]=[CH:20][CH:19]=[C:18]([N+:22]([O-:24])=[O:23])[CH:17]=3)=[N:4]2)=[CH:9][CH:10]=1. The reactants are I[C:2]1[C:3]([C:16]2[CH:21]=[CH:20][CH:19]=[C:18]([N+:22]([O-:24])=[O:23])[CH:17]=2)=[N:4][N:5]([CH2:7][C:8]2[CH:13]=[CH:12][C:11]([O:14][CH3:15])=[CH:10][CH:9]=2)[CH:6]=1.[CH3:25][C:26]1([CH3:33])[C:30]([CH3:32])([CH3:31])[O:29][BH:28][O:27]1.COC1C=CC=C(OC)C=1C1C=CC=CC=1P(C1CCCCC1)C1CCCCC1.C(N(CC)CC)C. The catalyst is C1(C)C=CC=CC=1. The yield is 0.800.